Dataset: Forward reaction prediction with 1.9M reactions from USPTO patents (1976-2016). Task: Predict the product of the given reaction. (1) Given the reactants [C:1]1([C:16]2[CH:21]=[CH:20][CH:19]=[CH:18][CH:17]=2)[CH:6]=[CH:5][CH:4]=[C:3]([N:7]2[CH2:12][CH2:11][CH:10]([C:13](O)=[O:14])[CH2:9][CH2:8]2)[CH:2]=1.BrC1C=C(C2C=CC=CC=2)C=CC=1.[NH2:35][C:36]1[CH:37]=[CH:38][C:39]2[O:44][CH2:43][C:42](=[O:45])[NH:41][C:40]=2[CH:46]=1, predict the reaction product. The product is: [O:45]=[C:42]1[NH:41][C:40]2[CH:46]=[C:36]([NH:35][C:13]([CH:10]3[CH2:9][CH2:8][N:7]([C:3]4[CH:2]=[C:1]([C:16]5[CH:21]=[CH:20][CH:19]=[CH:18][CH:17]=5)[CH:6]=[CH:5][CH:4]=4)[CH2:12][CH2:11]3)=[O:14])[CH:37]=[CH:38][C:39]=2[O:44][CH2:43]1. (2) Given the reactants [CH3:1][CH:2]([CH3:6])[CH:3]([OH:5])[CH3:4].[H-].[Na+].Cl[C:10]1[CH:11]=[CH:12][C:13]2[CH2:14][N:15]([C:21]([O:23][C:24]([CH3:27])([CH3:26])[CH3:25])=[O:22])[CH2:16][CH2:17][O:18][C:19]=2[N:20]=1.O, predict the reaction product. The product is: [CH3:4][CH:3]([O:5][C:10]1[CH:11]=[CH:12][C:13]2[CH2:14][N:15]([C:21]([O:23][C:24]([CH3:27])([CH3:26])[CH3:25])=[O:22])[CH2:16][CH2:17][O:18][C:19]=2[N:20]=1)[CH:2]([CH3:6])[CH3:1]. (3) Given the reactants [OH:1][CH:2]([C:27]1[S:28][CH:29]=[C:30]([C:32](=[O:35])[NH:33][CH3:34])[N:31]=1)[CH2:3][CH:4]([N:8]([CH3:26])[C:9]([CH:11]([NH:16][C:17]([CH:19]1[CH2:24][CH2:23][CH2:22][CH2:21][N:20]1[CH3:25])=[O:18])[CH:12]([CH3:15])[CH2:13][CH3:14])=[O:10])[CH:5]([CH3:7])[CH3:6].[C:36](OC(=O)C)(=[O:38])[CH3:37], predict the reaction product. The product is: [CH3:7][CH:5]([CH3:6])[CH:4]([N:8]([CH3:26])[C:9](=[O:10])[CH:11]([NH:16][C:17]([CH:19]1[CH2:24][CH2:23][CH2:22][CH2:21][N:20]1[CH3:25])=[O:18])[CH:12]([CH3:15])[CH2:13][CH3:14])[CH2:3][CH:2]([O:1][C:36](=[O:38])[CH3:37])[C:27]1[S:28][CH:29]=[C:30]([C:32](=[O:35])[NH:33][CH3:34])[N:31]=1. (4) Given the reactants Br[C:2]1[S:3][CH:4]=[C:5]([C:7]2[CH:12]=[CH:11][CH:10]=[C:9]([F:13])[CH:8]=2)[N:6]=1.[N:14]1([C:20]([O:22][C:23]([CH3:26])([CH3:25])[CH3:24])=[O:21])[CH2:19][CH2:18][NH:17][CH2:16][CH2:15]1.C(=O)([O-])[O-].[K+].[K+].O, predict the reaction product. The product is: [F:13][C:9]1[CH:8]=[C:7]([C:5]2[N:6]=[C:2]([N:17]3[CH2:16][CH2:15][N:14]([C:20]([O:22][C:23]([CH3:26])([CH3:25])[CH3:24])=[O:21])[CH2:19][CH2:18]3)[S:3][CH:4]=2)[CH:12]=[CH:11][CH:10]=1. (5) Given the reactants [O:1]1[CH2:6][CH2:5][N:4]([C:7]2[CH:8]=[CH:9][C:10]([N+:15]([O-:17])=[O:16])=[C:11]([CH2:13][OH:14])[CH:12]=2)[CH2:3][CH2:2]1.C(N(CC)CC)C.[C:25]([Si:29](Cl)([CH3:31])[CH3:30])([CH3:28])([CH3:27])[CH3:26], predict the reaction product. The product is: [Si:29]([O:14][CH2:13][C:11]1[CH:12]=[C:7]([N:4]2[CH2:5][CH2:6][O:1][CH2:2][CH2:3]2)[CH:8]=[CH:9][C:10]=1[N+:15]([O-:17])=[O:16])([C:25]([CH3:28])([CH3:27])[CH3:26])([CH3:31])[CH3:30]. (6) Given the reactants [CH3:1][O:2][C:3]1[CH:8]=[CH:7][C:6]([CH2:9][NH2:10])=[CH:5][CH:4]=1.Cl[C:12]1[CH:17]=[CH:16][CH:15]=[C:14]([O:18][CH:19]2[CH2:24][CH2:23][CH2:22][CH2:21][CH2:20]2)[N:13]=1, predict the reaction product. The product is: [CH:19]1([O:18][C:14]2[N:13]=[C:12]([NH:10][CH2:9][C:6]3[CH:7]=[CH:8][C:3]([O:2][CH3:1])=[CH:4][CH:5]=3)[CH:17]=[CH:16][CH:15]=2)[CH2:24][CH2:23][CH2:22][CH2:21][CH2:20]1. (7) Given the reactants Cl.[NH:2]1[CH2:7][CH2:6][C:5](=[O:8])[CH2:4][CH2:3]1.[C:9](Cl)(=[O:18])[O:10][CH2:11][C:12]1[CH:17]=[CH:16][CH:15]=[CH:14][CH:13]=1, predict the reaction product. The product is: [O:8]=[C:5]1[CH2:6][CH2:7][N:2]([C:9]([O:10][CH2:11][C:12]2[CH:17]=[CH:16][CH:15]=[CH:14][CH:13]=2)=[O:18])[CH2:3][CH2:4]1. (8) Given the reactants [C:1]([O:5][C:6]([N:8]1[CH2:14][CH2:13][CH2:12][N:11]([C:15]2[CH:20]=[C:19]([NH2:21])[CH:18]=[CH:17][C:16]=2[O:22][CH3:23])[CH2:10][CH2:9]1)=[O:7])([CH3:4])([CH3:3])[CH3:2].[F:24][CH:25]([F:37])[O:26][C:27]1[CH:28]=[C:29]([S:33](Cl)(=[O:35])=[O:34])[CH:30]=[CH:31][CH:32]=1, predict the reaction product. The product is: [C:1]([O:5][C:6]([N:8]1[CH2:14][CH2:13][CH2:12][N:11]([C:15]2[CH:20]=[C:19]([NH:21][S:33]([C:29]3[CH:30]=[CH:31][CH:32]=[C:27]([O:26][CH:25]([F:24])[F:37])[CH:28]=3)(=[O:35])=[O:34])[CH:18]=[CH:17][C:16]=2[O:22][CH3:23])[CH2:10][CH2:9]1)=[O:7])([CH3:4])([CH3:3])[CH3:2].